Dataset: Full USPTO retrosynthesis dataset with 1.9M reactions from patents (1976-2016). Task: Predict the reactants needed to synthesize the given product. (1) Given the product [Si:15]([O:22][C:23]1[CH:29]=[CH:28][C:26]([NH:27][C:2]2[CH:7]=[C:6]([O:8][CH:9]([F:11])[F:10])[CH:5]=[CH:4][C:3]=2[NH:12][CH:13]=[O:14])=[CH:25][CH:24]=1)([C:18]([CH3:21])([CH3:20])[CH3:19])([CH3:17])[CH3:16], predict the reactants needed to synthesize it. The reactants are: Br[C:2]1[CH:7]=[C:6]([O:8][CH:9]([F:11])[F:10])[CH:5]=[CH:4][C:3]=1[NH:12][CH:13]=[O:14].[Si:15]([O:22][C:23]1[CH:29]=[CH:28][C:26]([NH2:27])=[CH:25][CH:24]=1)([C:18]([CH3:21])([CH3:20])[CH3:19])([CH3:17])[CH3:16]. (2) Given the product [CH3:32][CH:31]([O:1][C:2]1[C:3](=[O:29])[C:4]([C:18]2[N:22]([C:23]3[CH:24]=[CH:25][CH:26]=[CH:27][CH:28]=3)[N:21]=[CH:20][CH:19]=2)=[N:5][N:6]([C:8]2[CH:13]=[CH:12][CH:11]=[C:10]([C:14]([F:16])([F:15])[F:17])[CH:9]=2)[CH:7]=1)[CH3:33], predict the reactants needed to synthesize it. The reactants are: [OH:1][C:2]1[C:3](=[O:29])[C:4]([C:18]2[N:22]([C:23]3[CH:28]=[CH:27][CH:26]=[CH:25][CH:24]=3)[N:21]=[CH:20][CH:19]=2)=[N:5][N:6]([C:8]2[CH:13]=[CH:12][CH:11]=[C:10]([C:14]([F:17])([F:16])[F:15])[CH:9]=2)[CH:7]=1.I[CH:31]([CH3:33])[CH3:32].C([O-])([O-])=O.[K+].[K+].O. (3) Given the product [CH3:10][C:6]1([CH3:11])[O:5][C:4](=[O:12])[CH:3]([CH2:2][C:13]2([C:16]([F:19])([F:17])[F:18])[CH2:14][CH2:15]2)[C:8](=[O:9])[O:7]1, predict the reactants needed to synthesize it. The reactants are: O[C:2]([C:13]1([C:16]([F:19])([F:18])[F:17])[CH2:15][CH2:14]1)=[C:3]1[C:8](=[O:9])[O:7][C:6]([CH3:11])([CH3:10])[O:5][C:4]1=[O:12].C(O)(=O)C.[BH4-].[Na+]. (4) Given the product [F:1][CH:2]([F:12])[C:3]1[S:7][CH:6]=[C:5]([CH2:8][OH:9])[CH:4]=1, predict the reactants needed to synthesize it. The reactants are: [F:1][CH:2]([F:12])[C:3]1[S:7][CH:6]=[C:5]([C:8](OC)=[O:9])[CH:4]=1.CO.[BH4-].[Na+]. (5) The reactants are: C(OC([NH:8][C@H:9]1[CH2:14][CH2:13][C@H:12]([O:15][C:16]2[CH:25]=[CH:24][CH:23]=[C:22]3[C:17]=2[C:18]([CH2:26][CH3:27])=[CH:19][N:20]=[CH:21]3)[CH2:11][CH2:10]1)=O)(C)(C)C.[ClH:28].CO. Given the product [ClH:28].[CH2:26]([C:18]1[C:17]2[C:22](=[CH:23][CH:24]=[CH:25][C:16]=2[O:15][C@H:12]2[CH2:13][CH2:14][C@H:9]([NH2:8])[CH2:10][CH2:11]2)[CH:21]=[N:20][CH:19]=1)[CH3:27], predict the reactants needed to synthesize it.